Dataset: Forward reaction prediction with 1.9M reactions from USPTO patents (1976-2016). Task: Predict the product of the given reaction. (1) Given the reactants [CH2:1]([NH2:5])[CH:2]([CH3:4])[CH3:3].[C:6]1(=O)[O:11][C:9](=[O:10])[C:8]2=[CH:12][CH:13]=[CH:14][CH:15]=[C:7]12, predict the reaction product. The product is: [CH2:1]([N:5]1[C:9](=[O:10])[C:8]2=[CH:12][CH:13]=[CH:14][CH:15]=[C:7]2[C:6]1=[O:11])[CH:2]([CH3:4])[CH3:3]. (2) Given the reactants [O-]CC.[Na+].[Cl:5][C:6]1C=C[C:9]([C:12](=[O:15])[CH2:13][CH3:14])=[C:8](O)[CH:7]=1.[C:17]([O:24]CC)(=[O:23])[C:18]([O:20][CH2:21][CH3:22])=O.Cl.O[Li].O, predict the reaction product. The product is: [Cl:5][C:6]1[CH:22]=[C:21]2[C:9]([C:12](=[O:15])[C:13]([CH3:14])=[C:18]([C:17]([OH:24])=[O:23])[O:20]2)=[CH:8][CH:7]=1. (3) The product is: [SH:1][C:2]1[CH:3]=[N:4][C:5]2[C:10]([C:11]=1[CH:12]=[O:13])=[CH:9][C:8]([O:14][CH3:15])=[CH:7][CH:6]=2. Given the reactants [SH:1][C:2]1[CH:3]=[N:4][C:5]2[C:10]([C:11]=1[CH2:12][OH:13])=[CH:9][C:8]([O:14][CH3:15])=[CH:7][CH:6]=2.C(OCC)(=O)C, predict the reaction product. (4) Given the reactants Br[C:2]1[S:6][C:5]([N:7](C(OC(C)(C)C)=O)[CH2:8][C@@H:9]([NH:23]C(=O)OC(C)(C)C)[C@H:10]([C:13]2[CH:18]=[CH:17][C:16]([C:19]([F:22])([F:21])[F:20])=[CH:15][CH:14]=2)[CH2:11][OH:12])=[N:4][CH:3]=1.[CH3:38]C(OI1(OC(C)=O)(OC(C)=O)OC(=O)C2C=CC=CC1=2)=O.BrC1SC(N(C(OC(C)(C)C)=O)C[C@@H](NC(=O)OC(C)(C)C)[C@H](C2C=CC(C(F)(F)F)=CC=2)C=O)=NC=1.C[Mg]Br.BrC1SC(N(C(OC(C)(C)C)=O)C[C@@H](NC(=O)OC(C)(C)C)[C@H](C2C=CC(C(F)(F)F)=CC=2)[C@@H](O)C)=NC=1.CC1(C)C(C)(C)OB([C:146]2[CH:147]=[C:148]3[C:152](=[CH:153][CH:154]=2)[NH:151][C:150](=[O:155])[CH2:149]3)O1, predict the reaction product. The product is: [NH2:23][C@@H:9]([C@H:10]([C:13]1[CH:18]=[CH:17][C:16]([C:19]([F:22])([F:20])[F:21])=[CH:15][CH:14]=1)[CH:11]([OH:12])[CH3:38])[CH2:8][NH:7][C:5]1[S:6][C:2]([C:146]2[CH:147]=[C:148]3[C:152](=[CH:153][CH:154]=2)[NH:151][C:150](=[O:155])[CH2:149]3)=[CH:3][N:4]=1. (5) Given the reactants C[O:2][C:3](=[O:24])[C:4]1[CH:9]=[C:8]([C:10]2[S:11][CH:12]=[C:13]([C:15]3[CH:20]=[CH:19][C:18]([Cl:21])=[C:17]([Cl:22])[CH:16]=3)[N:14]=2)[CH:7]=[CH:6][C:5]=1Br.[Cl:25][C:26]1[CH:31]=[C:30]([O:32][CH3:33])[CH:29]=[CH:28][C:27]=1B(O)O, predict the reaction product. The product is: [Cl:25][C:26]1[CH:31]=[C:30]([O:32][CH3:33])[CH:29]=[CH:28][C:27]=1[C:5]1[C:4]([C:3]([OH:2])=[O:24])=[CH:9][C:8]([C:10]2[S:11][CH:12]=[C:13]([C:15]3[CH:20]=[CH:19][C:18]([Cl:21])=[C:17]([Cl:22])[CH:16]=3)[N:14]=2)=[CH:7][CH:6]=1. (6) Given the reactants [NH2:1][C:2]1[N:3]=[C:4]([O:25][CH3:26])[N:5]([C:16]2[CH:24]=[CH:23][C:19]3[O:20][CH2:21][O:22][C:18]=3[CH:17]=2)[C:6]=1[C:7]([O:9][C:10]([CH3:15])([CH3:14])[CH2:11][O:12][CH3:13])=[O:8].C(N(CC)CC)C.[O:34]1[C:39]2[CH:40]=[CH:41][CH:42]=[CH:43][C:38]=2[O:37][CH2:36][CH:35]1[C:44](Cl)=[O:45].C(=O)(O)[O-].[Na+], predict the reaction product. The product is: [O:20]1[C:19]2[CH:23]=[CH:24][C:16]([N:5]3[C:6]([C:7]([O:9][C:10]([CH3:15])([CH3:14])[CH2:11][O:12][CH3:13])=[O:8])=[C:2]([NH:1][C:44]([CH:35]4[O:34][C:39]5[CH:40]=[CH:41][CH:42]=[CH:43][C:38]=5[O:37][CH2:36]4)=[O:45])[N:3]=[C:4]3[O:25][CH3:26])=[CH:17][C:18]=2[O:22][CH2:21]1.